From a dataset of Full USPTO retrosynthesis dataset with 1.9M reactions from patents (1976-2016). Predict the reactants needed to synthesize the given product. (1) Given the product [CH3:9][C@@H:8]1[CH2:7][CH2:6][CH2:5][N:4]([C:10]([C:12]2[C:17]([N:18]3[N:22]=[CH:21][CH:20]=[N:19]3)=[CH:16][CH:15]=[C:14]([CH3:23])[N:13]=2)=[O:11])[C@@H:3]1[CH2:2][NH:1][C:25]1[CH:30]=[CH:29][C:28]([CH3:31])=[CH:27][N:26]=1, predict the reactants needed to synthesize it. The reactants are: [NH2:1][CH2:2][C@@H:3]1[C@H:8]([CH3:9])[CH2:7][CH2:6][CH2:5][N:4]1[C:10]([C:12]1[C:17]([N:18]2[N:22]=[CH:21][CH:20]=[N:19]2)=[CH:16][CH:15]=[C:14]([CH3:23])[N:13]=1)=[O:11].Br[C:25]1[CH:30]=[CH:29][C:28]([CH3:31])=[CH:27][N:26]=1. (2) Given the product [Cl:9][C:10]1[CH:11]=[C:12]([CH:15]=[C:16]([Cl:18])[CH:17]=1)[CH2:13][N:3]1[C:2]([NH2:1])=[N:6][C:5]([OH:23])=[N:4]1, predict the reactants needed to synthesize it. The reactants are: [NH2:1][C:2]1[N:6]=[CH:5][NH:4][N:3]=1.[H-].[Na+].[Cl:9][C:10]1[CH:11]=[C:12]([CH:15]=[C:16]([Cl:18])[CH:17]=1)[CH2:13]Cl.CN(C=[O:23])C. (3) Given the product [CH:41]1([C:50]2[CH:51]=[C:52]([CH:62]=[O:63])[CH:53]=[C:54]3[C:59]=2[O:58][C:57]([CH3:60])([CH3:61])[CH2:56][CH2:55]3)[CH2:43][CH2:42]1, predict the reactants needed to synthesize it. The reactants are: CC(C1C=C(C(C)C)C(C2C=CC=CC=2P(C2CCCCC2)C2CCCCC2)=C(C(C)C)C=1)C.C(=O)([O-])[O-].[K+].[K+].[CH:41]1([B-](F)(F)F)[CH2:43][CH2:42]1.[K+].Cl[C:50]1[CH:51]=[C:52]([CH:62]=[O:63])[CH:53]=[C:54]2[C:59]=1[O:58][C:57]([CH3:61])([CH3:60])[CH2:56][CH2:55]2.